Dataset: Full USPTO retrosynthesis dataset with 1.9M reactions from patents (1976-2016). Task: Predict the reactants needed to synthesize the given product. (1) Given the product [CH3:33][C:31]1[C:25]([CH3:24])=[C:26]([OH:27])[C:14]2[C:12](=[CH:11][C:10]([C:16]([F:17])([F:18])[F:19])=[C:9]([O:8][C:7]3[CH:20]=[CH:21][C:4]([O:3][C:2]([F:22])([F:23])[F:1])=[CH:5][CH:6]=3)[CH:15]=2)[N:13]=1, predict the reactants needed to synthesize it. The reactants are: [F:1][C:2]([F:23])([F:22])[O:3][C:4]1[CH:21]=[CH:20][C:7]([O:8][C:9]2[CH:15]=[CH:14][C:12]([NH2:13])=[CH:11][C:10]=2[C:16]([F:19])([F:18])[F:17])=[CH:6][CH:5]=1.[CH3:24][CH:25]([C:31]([CH3:33])=O)[C:26](OCC)=[O:27].C1(C)C=CC(S(O)(=O)=O)=CC=1. (2) Given the product [CH3:13][O:12][C:9]1[CH:10]=[C:11]2[C:6](=[CH:7][C:8]=1[O:14][CH3:15])[N:5]=[CH:4][CH:3]=[C:2]2[O:16][C:17]1[CH:18]=[C:19]2[C:24](=[CH:25][CH:26]=1)[N:23]=[CH:22][CH:21]=[CH:20]2, predict the reactants needed to synthesize it. The reactants are: Cl[C:2]1[C:11]2[C:6](=[CH:7][C:8]([O:14][CH3:15])=[C:9]([O:12][CH3:13])[CH:10]=2)[N:5]=[CH:4][CH:3]=1.[OH:16][C:17]1[CH:18]=[C:19]2[C:24](=[CH:25][CH:26]=1)[N:23]=[CH:22][CH:21]=[CH:20]2.